This data is from Catalyst prediction with 721,799 reactions and 888 catalyst types from USPTO. The task is: Predict which catalyst facilitates the given reaction. Reactant: [O:1]=[C:2]1[N:11]([CH2:12][C:13]2[CH:21]=[CH:20][C:16]([C:17](O)=[O:18])=[CH:15][CH:14]=2)[C:10](=[O:22])[C:9]2[C:4](=[CH:5][CH:6]=[CH:7][CH:8]=2)[NH:3]1.[CH3:23][O:24][CH2:25][CH2:26][CH2:27][NH2:28].CN(C(ON1N=NC2C=CC=NC1=2)=[N+](C)C)C.F[P-](F)(F)(F)(F)F.C(N(CC)C(C)C)(C)C. Product: [O:1]=[C:2]1[N:11]([CH2:12][C:13]2[CH:21]=[CH:20][C:16]([C:17]([NH:28][CH2:27][CH2:26][CH2:25][O:24][CH3:23])=[O:18])=[CH:15][CH:14]=2)[C:10](=[O:22])[C:9]2[C:4](=[CH:5][CH:6]=[CH:7][CH:8]=2)[NH:3]1. The catalyst class is: 454.